Dataset: Forward reaction prediction with 1.9M reactions from USPTO patents (1976-2016). Task: Predict the product of the given reaction. (1) The product is: [Br:18][C:16]1[CH:15]=[CH:14][C:10]([C:11]([N:45]2[CH2:46][CH2:47][S:43][CH2:44]2)=[O:13])=[C:9]([C:1]([C:2]2[CH:3]=[CH:4][CH:5]=[CH:6][CH:7]=2)=[O:8])[CH:17]=1. Given the reactants [C:1]([C:9]1[CH:17]=[C:16]([Br:18])[CH:15]=[CH:14][C:10]=1[C:11]([OH:13])=O)(=[O:8])[C:2]1[CH:7]=[CH:6][CH:5]=[CH:4][CH:3]=1.C(C1C=CC(Br)=CC=1C(O)=O)(=O)C1C=CC=CC=1.C(Cl)(=O)C(Cl)=O.[S:43]1[CH2:47][CH2:46][NH:45][CH2:44]1.C(N(CC)CC)C, predict the reaction product. (2) Given the reactants [CH2:1]([CH:3]([C:9]([O:11][CH2:12][CH3:13])=[O:10])[C:4]([O:6][CH2:7][CH3:8])=[O:5])[CH3:2].[H-].[Na+].[CH2:16](Br)[CH:17]=[CH2:18], predict the reaction product. The product is: [CH2:7]([O:6][C:4](=[O:5])[C:3]([CH2:18][CH:17]=[CH2:16])([CH2:1][CH3:2])[C:9]([O:11][CH2:12][CH3:13])=[O:10])[CH3:8]. (3) Given the reactants [Cl:1][C:2]1[CH:7]=[C:6]([Cl:8])[CH:5]=[CH:4][C:3]=1[C:9]1[N:10]=[C:11](/[CH:16]=[CH:17]/[C:18]2[CH:23]=[CH:22][C:21]([C:24]3[CH:29]=[CH:28][C:27]([OH:30])=[CH:26][CH:25]=3)=[CH:20][CH:19]=2)[N:12]([CH2:14][CH3:15])[CH:13]=1.Br[CH2:32][CH2:33][CH2:34][CH2:35][CH2:36][CH2:37][C:38]([O:40]CC)=[O:39], predict the reaction product. The product is: [Cl:1][C:2]1[CH:7]=[C:6]([Cl:8])[CH:5]=[CH:4][C:3]=1[C:9]1[N:10]=[C:11](/[CH:16]=[CH:17]/[C:18]2[CH:23]=[CH:22][C:21]([C:24]3[CH:25]=[CH:26][C:27]([O:30][CH2:32][CH2:33][CH2:34][CH2:35][CH2:36][CH2:37][C:38]([OH:40])=[O:39])=[CH:28][CH:29]=3)=[CH:20][CH:19]=2)[N:12]([CH2:14][CH3:15])[CH:13]=1. (4) Given the reactants C(OOC(=O)C1C=CC=CC=1)(=O)C1C=CC=CC=1.[C:19]([Si:23]([CH3:33])([CH3:32])[O:24][C:25]1[CH:30]=[CH:29][CH:28]=[CH:27][C:26]=1[CH3:31])([CH3:22])([CH3:21])[CH3:20].[Br:34]NC(=O)CCC(N)=O, predict the reaction product. The product is: [Br:34][CH2:31][C:26]1[CH:27]=[CH:28][CH:29]=[CH:30][C:25]=1[O:24][Si:23]([C:19]([CH3:22])([CH3:21])[CH3:20])([CH3:33])[CH3:32].